Dataset: Catalyst prediction with 721,799 reactions and 888 catalyst types from USPTO. Task: Predict which catalyst facilitates the given reaction. (1) Reactant: [F:1][C:2]1[CH:3]=[CH:4][C:5]([OH:11])=[C:6]([C:8](=O)[CH3:9])[CH:7]=1.Cl[CH2:13][C:14]([N:16]([O:18][CH3:19])[CH3:17])=[O:15].[I-].[Na+].C(=O)([O-])[O-].[K+].[K+].Cl.N12CCCN=C1CCCCC2. Product: [F:1][C:2]1[CH:3]=[CH:4][C:5]2[O:11][C:13]([C:14]([N:16]([O:18][CH3:19])[CH3:17])=[O:15])=[C:8]([CH3:9])[C:6]=2[CH:7]=1. The catalyst class is: 9. (2) Reactant: [C:1]1([CH:7]([C:17]2[CH:22]=[CH:21][CH:20]=[CH:19][CH:18]=2)[CH2:8][CH2:9][N:10]2[CH2:15][CH2:14][C:13](=O)[CH2:12][CH2:11]2)[CH:6]=[CH:5][CH:4]=[CH:3][CH:2]=1.[CH2:23]([NH2:25])[CH3:24].C(O[BH-](OC(=O)C)OC(=O)C)(=O)C.[Na+]. Product: [CH2:23]([NH:25][CH:13]1[CH2:14][CH2:15][N:10]([CH2:9][CH2:8][CH:7]([C:17]2[CH:22]=[CH:21][CH:20]=[CH:19][CH:18]=2)[C:1]2[CH:6]=[CH:5][CH:4]=[CH:3][CH:2]=2)[CH2:11][CH2:12]1)[CH3:24]. The catalyst class is: 2. (3) Reactant: Cl.FC1C=C(C=CC=1)CN1C=C(C2C3C(=NC=C(C4C=CC(C5CCNCC5)=CC=4)C=3)N(S(C3C=CC(C)=CC=3)(=O)=O)C=2)C=N1.[OH:46][C@@H:47]([CH3:93])[CH2:48][N:49]1[CH2:54][CH2:53][N:52]([C:55]2[N:60]=[CH:59][C:58]([C:61]3[CH:62]=[C:63]4[C:69]([C:70]5[CH:71]=[N:72][N:73]([CH2:75][C:76]6[CH:77]=[C:78]([OH:82])[CH:79]=[CH:80][CH:81]=6)[CH:74]=5)=[CH:68][N:67](S(C5C=CC(C)=CC=5)(=O)=O)[C:64]4=[N:65][CH:66]=3)=[CH:57][CH:56]=2)[CH2:51][CH2:50]1.[OH-].[Li+]. Product: [OH:46][C@@H:47]([CH3:93])[CH2:48][N:49]1[CH2:54][CH2:53][N:52]([C:55]2[N:60]=[CH:59][C:58]([C:61]3[CH:62]=[C:63]4[C:69]([C:70]5[CH:71]=[N:72][N:73]([CH2:75][C:76]6[CH:77]=[C:78]([OH:82])[CH:79]=[CH:80][CH:81]=6)[CH:74]=5)=[CH:68][NH:67][C:64]4=[N:65][CH:66]=3)=[CH:57][CH:56]=2)[CH2:51][CH2:50]1. The catalyst class is: 87. (4) Reactant: Br[C:2]1[C:22]([O:23][CH2:24][C@H:25]2[CH2:29][O:28][C:27]([CH3:31])([CH3:30])[O:26]2)=[CH:21][C:5]2[C:6]([CH3:20])([CH3:19])[C:7]3[NH:8][C:9]4[C:14]([C:15]=3[C:16](=[O:17])[C:4]=2[CH:3]=1)=[CH:13][CH:12]=[C:11]([Cl:18])[CH:10]=4.[O:32]1CCOCC1.C(P(C(C)(C)C)C1C=CC=CC=1C1C(C(C)C)=CC(C(C)C)=CC=1C(C)C)(C)(C)C.[OH-].[K+]. Product: [OH:32][C:2]1[C:22]([O:23][CH2:24][C@H:25]2[CH2:29][O:28][C:27]([CH3:31])([CH3:30])[O:26]2)=[CH:21][C:5]2[C:6]([CH3:20])([CH3:19])[C:7]3[NH:8][C:9]4[C:14]([C:15]=3[C:16](=[O:17])[C:4]=2[CH:3]=1)=[CH:13][CH:12]=[C:11]([Cl:18])[CH:10]=4. The catalyst class is: 6. (5) Reactant: [CH:1]1[C:6]([OH:7])=[CH:5][C:4]2[C:8]([CH2:11][CH2:12][NH2:13])=[CH:9][NH:10][C:3]=2[CH:2]=1.Cl.[C:15](O)(=[O:24])/[CH:16]=[CH:17]/[C:18]1[CH:23]=[CH:22][CH:21]=[CH:20][CH:19]=1.C(N(CC)CC)C.O.ON1C2C=CC=CC=2N=N1.Cl.C(N=C=NCCCN(C)C)C. Product: [OH:7][C:6]1[CH:5]=[C:4]2[C:3](=[CH:2][CH:1]=1)[NH:10][CH:9]=[C:8]2[CH2:11][CH2:12][NH:13][C:15](=[O:24])[CH:16]=[CH:17][C:18]1[CH:23]=[CH:22][CH:21]=[CH:20][CH:19]=1. The catalyst class is: 120. (6) The catalyst class is: 106. Product: [C:1]([C:9]1[CH:14]=[CH:13][CH:12]=[CH:11][C:10]=1[C:15]1[CH:16]=[C:17]2[C:22](=[C:23]([OH:25])[CH:24]=1)[N:21]=[CH:20][NH:19][C:18]2=[O:42])(=[O:8])[C:2]1[CH:3]=[CH:4][CH:5]=[CH:6][CH:7]=1. Reactant: [C:1]([C:9]1[CH:14]=[CH:13][CH:12]=[CH:11][C:10]=1[C:15]1[CH:16]=[C:17]2[C:22](=[C:23]([O:25]COCC[Si](C)(C)C)[CH:24]=1)[N:21]=[CH:20][N:19](COCC[Si](C)(C)C)[C:18]2=[O:42])(=[O:8])[C:2]1[CH:7]=[CH:6][CH:5]=[CH:4][CH:3]=1.O.